Task: Predict the product of the given reaction.. Dataset: Forward reaction prediction with 1.9M reactions from USPTO patents (1976-2016) The product is: [CH3:41][NH:42][C:43](=[O:44])[O:40][C:3]1[CH:4]=[C:5]([C@:8]([C:16]2[CH:21]=[C:20]([C:22]([F:23])([F:25])[F:24])[CH:19]=[C:18]([F:26])[CH:17]=2)([NH:27][C:28](=[O:39])[C:29]2[CH:34]=[CH:33][CH:32]=[C:31]([C:35]([F:36])([F:37])[F:38])[CH:30]=2)[CH2:9][C:10]2[CH:11]=[CH:12][CH:13]=[CH:14][CH:15]=2)[CH:6]=[CH:7][C:2]=1[F:1]. Given the reactants [F:1][C:2]1[CH:7]=[CH:6][C:5]([C@@:8]([NH:27][C:28](=[O:39])[C:29]2[CH:34]=[CH:33][CH:32]=[C:31]([C:35]([F:38])([F:37])[F:36])[CH:30]=2)([C:16]2[CH:21]=[C:20]([C:22]([F:25])([F:24])[F:23])[CH:19]=[C:18]([F:26])[CH:17]=2)[CH2:9][C:10]2[CH:15]=[CH:14][CH:13]=[CH:12][CH:11]=2)=[CH:4][C:3]=1[OH:40].[CH3:41][N:42]=[C:43]=[O:44].CCN(CC)CC, predict the reaction product.